From a dataset of Full USPTO retrosynthesis dataset with 1.9M reactions from patents (1976-2016). Predict the reactants needed to synthesize the given product. (1) Given the product [OH:7][C:8]1[CH:15]=[CH:14][C:11](/[CH:12]=[CH:21]/[C:22]([NH:24][C:25]2[CH:33]=[CH:32][CH:31]=[CH:30][C:26]=2[C:27]([OH:29])=[O:28])=[O:23])=[CH:10][C:9]=1[O:16][CH3:17], predict the reactants needed to synthesize it. The reactants are: N1CCCCC1.[OH:7][C:8]1[CH:15]=[CH:14][C:11]([CH:12]=O)=[CH:10][C:9]=1[O:16][CH3:17].C([CH2:21][C:22]([NH:24][C:25]1[CH:33]=[CH:32][CH:31]=[CH:30][C:26]=1[C:27]([OH:29])=[O:28])=[O:23])(O)=O. (2) Given the product [C:47]([O:46][C:44]([N:17]([CH2:18][CH2:19][O:20][C:21]1[CH:26]=[C:25]([N+:27]([O-:29])=[O:28])[C:24]([C:30]([O:32][CH3:33])=[O:31])=[CH:23][C:22]=1[O:34][CH3:35])[CH2:16][CH2:15][O:14][C:8]1[CH:9]=[C:10]([N+:11]([O-:13])=[O:12])[C:5]([C:3]([O:2][CH3:1])=[O:4])=[CH:6][C:7]=1[O:36][CH3:37])=[O:43])([CH3:50])([CH3:49])[CH3:48], predict the reactants needed to synthesize it. The reactants are: [CH3:1][O:2][C:3]([C:5]1[C:10]([N+:11]([O-:13])=[O:12])=[CH:9][C:8]([O:14][CH2:15][CH2:16][NH:17][CH2:18][CH2:19][O:20][C:21]2[CH:26]=[C:25]([N+:27]([O-:29])=[O:28])[C:24]([C:30]([O:32][CH3:33])=[O:31])=[CH:23][C:22]=2[O:34][CH3:35])=[C:7]([O:36][CH3:37])[CH:6]=1)=[O:4].C([O-])(O)=O.[Na+].[O:43](C(OC(C)(C)C)=O)[C:44]([O:46][C:47]([CH3:50])([CH3:49])[CH3:48])=O. (3) The reactants are: Br[C:2]1[C:3]([F:19])=[CH:4][C:5]2[O:14][CH2:13][CH2:12][C:11]3[S:10][C:9]([C:15]([NH2:17])=[O:16])=[N:8][C:7]=3[C:6]=2[CH:18]=1.[N:20]1[CH:25]=[CH:24][CH:23]=[CH:22][C:21]=1[C:26]([OH:30])([C:28]#[CH:29])[CH3:27]. Given the product [F:19][C:3]1[C:2]([C:29]#[C:28][C:26]([OH:30])([C:21]2[CH:22]=[CH:23][CH:24]=[CH:25][N:20]=2)[CH3:27])=[CH:18][C:6]2[C:7]3[N:8]=[C:9]([C:15]([NH2:17])=[O:16])[S:10][C:11]=3[CH2:12][CH2:13][O:14][C:5]=2[CH:4]=1, predict the reactants needed to synthesize it. (4) Given the product [CH3:1][C@H:2]([NH:7][C:8]([C:10]1[C:18]2[C:13](=[N:14][CH:15]=[C:16]([C:19]3[S:20][C:21]([C:24](=[O:28])[NH:25][CH2:26][CH3:27])=[CH:22][CH:23]=3)[N:17]=2)[NH:12][CH:11]=1)=[O:9])[C:3]([CH3:6])([CH3:5])[CH3:4], predict the reactants needed to synthesize it. The reactants are: [CH3:1][C@H:2]([NH:7][C:8]([C:10]1[C:18]2[C:13](=[N:14][CH:15]=[C:16]([C:19]3[S:20][C:21]([C:24](=[O:28])[NH:25][CH2:26][CH3:27])=[CH:22][CH:23]=3)[N:17]=2)[N:12](COCC[Si](C)(C)C)[CH:11]=1)=[O:9])[C:3]([CH3:6])([CH3:5])[CH3:4]. (5) Given the product [Br:9][C:10]1[CH:15]=[C:14]([OH:18])[CH:13]=[C:12]([Cl:16])[CH:11]=1, predict the reactants needed to synthesize it. The reactants are: CP(C)CCP(C)C.[Br:9][C:10]1[CH:11]=[C:12]([Cl:16])[CH:13]=[CH:14][CH:15]=1.[B]1OC(C)(C)C(C)(C)[O:18]1.B.OOS([O-])=O.[K+]. (6) Given the product [Br:1][C:2]1[C:3]([N:16]=[CH:17][N:18]([CH3:20])[CH3:19])=[N:4][CH:5]=[C:6]2[NH:13][CH:9]=[CH:8][C:7]=12, predict the reactants needed to synthesize it. The reactants are: [Br:1][C:2]1[C:3]([N:16]=[CH:17][N:18]([CH3:20])[CH3:19])=[N:4][CH:5]=[C:6]([N+:13]([O-])=O)[C:7]=1/[CH:8]=[CH:9]/N(C)C.